Dataset: Forward reaction prediction with 1.9M reactions from USPTO patents (1976-2016). Task: Predict the product of the given reaction. (1) Given the reactants C[C:2]([N:4](C)C)=O.Cl[C:8]1[C:17]2[C:12](=[CH:13][CH:14]=[C:15]([C:18]([C:27]3[N:31]([CH3:32])[C:30]([CH3:33])=[N:29][CH:28]=3)([C:20]3[N:24]([CH3:25])[C:23]([CH3:26])=[N:22][CH:21]=3)[OH:19])[CH:16]=2)[N:11]=[C:10]([O:34][CH3:35])[C:9]=1[CH2:36][C:37]1[CH:42]=[CH:41][C:40]([C:43]([F:46])([F:45])[F:44])=[CH:39][CH:38]=1.CC(C1C=C(C(C)C)C(C2C=CC=CC=2P(C2CCCCC2)C2CCCCC2)=C(C(C)C)C=1)C, predict the reaction product. The product is: [CH3:32][N:31]1[C:27]([C:18]([C:20]2[N:24]([CH3:25])[C:23]([CH3:26])=[N:22][CH:21]=2)([OH:19])[C:15]2[CH:16]=[C:17]3[C:12](=[CH:13][CH:14]=2)[N:11]=[C:10]([O:34][CH3:35])[C:9]([CH2:36][C:37]2[CH:38]=[CH:39][C:40]([C:43]([F:44])([F:46])[F:45])=[CH:41][CH:42]=2)=[C:8]3[C:2]#[N:4])=[CH:28][N:29]=[C:30]1[CH3:33]. (2) Given the reactants [Cl:1][C:2]1[CH:7]=[C:6](F)[CH:5]=[CH:4][N:3]=1.Cl.[F:10][C:11]1[CH:21]=[CH:20][C:14]([O:15][CH:16]2[CH2:19][NH:18][CH2:17]2)=[CH:13][CH:12]=1.C(N(C(C)C)C(C)C)C, predict the reaction product. The product is: [Cl:1][C:2]1[CH:7]=[C:6]([N:18]2[CH2:19][CH:16]([O:15][C:14]3[CH:13]=[CH:12][C:11]([F:10])=[CH:21][CH:20]=3)[CH2:17]2)[CH:5]=[CH:4][N:3]=1.